From a dataset of Forward reaction prediction with 1.9M reactions from USPTO patents (1976-2016). Predict the product of the given reaction. (1) Given the reactants [CH2:1]([C:3]([C:28]1[CH:33]=[CH:32][C:31](OS(C(F)(F)F)(=O)=O)=[C:30]([CH3:42])[CH:29]=1)([C:6]1[CH:11]=[CH:10][C:9](/[CH:12]=[CH:13]/[C:14]([O:23][CH2:24][O:25][CH3:26])([C:19]([F:22])([F:21])[F:20])[C:15]([F:18])([F:17])[F:16])=[C:8]([CH3:27])[CH:7]=1)[CH2:4][CH3:5])[CH3:2].C1C=CC(P(C2C=CC=CC=2)CCCP(C2C=CC=CC=2)C2C=CC=CC=2)=CC=1.[CH2:72]([O:74][C:75](=[O:78])[CH:76]=[CH2:77])[CH3:73].CCN(CC)CC, predict the reaction product. The product is: [CH2:72]([O:74][C:75](=[O:78])/[CH:76]=[CH:77]/[C:31]1[CH:32]=[CH:33][C:28]([C:3]([CH2:4][CH3:5])([C:6]2[CH:11]=[CH:10][C:9](/[CH:12]=[CH:13]/[C:14]([O:23][CH2:24][O:25][CH3:26])([C:19]([F:22])([F:21])[F:20])[C:15]([F:18])([F:17])[F:16])=[C:8]([CH3:27])[CH:7]=2)[CH2:1][CH3:2])=[CH:29][C:30]=1[CH3:42])[CH3:73]. (2) Given the reactants [CH3:1][C:2]1[CH:3]=[C:4]([C:19]2[S:23][C:22]([C:24]3(O)[CH2:29][CH2:28][S:27][CH2:26][CH2:25]3)=[N:21][CH:20]=2)[CH:5]=[C:6]([NH:8][C:9]2[N:14]=[C:13]([C:15]([F:18])([F:17])[F:16])[CH:12]=[CH:11][N:10]=2)[CH:7]=1.CS(O)(=O)=O.O=P12OP3(OP(OP(O3)(O1)=O)(=O)O2)=O, predict the reaction product. The product is: [S:27]1[CH2:26][CH:25]=[C:24]([C:22]2[S:23][C:19]([C:4]3[CH:5]=[C:6]([NH:8][C:9]4[N:14]=[C:13]([C:15]([F:16])([F:17])[F:18])[CH:12]=[CH:11][N:10]=4)[CH:7]=[C:2]([CH3:1])[CH:3]=3)=[CH:20][N:21]=2)[CH2:29][CH2:28]1.